Predict the product of the given reaction. From a dataset of Forward reaction prediction with 1.9M reactions from USPTO patents (1976-2016). (1) Given the reactants [CH2:1]([O:8][C:9]([N:11]1[CH2:23][CH2:22][C:21]2[C:20]3[C:15](=[CH:16][CH:17]=[CH:18][CH:19]=3)[NH:14][C:13]=2[CH:12]1[CH2:24][NH:25][C@H:26]([C:33]([O:35][CH:36]1[CH2:40][CH2:39][CH2:38][CH2:37]1)=[O:34])[C:27]1[CH:32]=[CH:31][CH:30]=[CH:29][CH:28]=1)=[O:10])[C:2]1[CH:7]=[CH:6][CH:5]=[CH:4][CH:3]=1.C(=O)([O-])[O-].[K+].[K+].[C:47](O[C:47]([O:49][C:50]([CH3:53])([CH3:52])[CH3:51])=[O:48])([O:49][C:50]([CH3:53])([CH3:52])[CH3:51])=[O:48], predict the reaction product. The product is: [CH2:1]([O:8][C:9]([N:11]1[CH2:23][CH2:22][C:21]2[C:20]3[C:15](=[CH:16][CH:17]=[CH:18][CH:19]=3)[NH:14][C:13]=2[CH:12]1[CH2:24][N:25]([C:47]([O:49][C:50]([CH3:53])([CH3:52])[CH3:51])=[O:48])[C@H:26]([C:33]([O:35][CH:36]1[CH2:40][CH2:39][CH2:38][CH2:37]1)=[O:34])[C:27]1[CH:32]=[CH:31][CH:30]=[CH:29][CH:28]=1)=[O:10])[C:2]1[CH:3]=[CH:4][CH:5]=[CH:6][CH:7]=1. (2) Given the reactants [F:1][C:2]1[CH:7]=[C:6]([N+:8]([O-])=O)[CH:5]=[CH:4][C:3]=1[CH2:11][CH2:12][CH2:13][C:14]#[N:15].[NH4+].[Cl-], predict the reaction product. The product is: [NH2:8][C:6]1[CH:5]=[CH:4][C:3]([CH2:11][CH2:12][CH2:13][C:14]#[N:15])=[C:2]([F:1])[CH:7]=1. (3) Given the reactants C([O:3][C:4]([C:6]1[CH:11]=[CH:10][C:9]([C:12]2[CH:17]=[C:16]([NH:18][C:19]([CH:21]3[CH2:26][CH2:25][CH2:24][CH2:23][CH2:22]3)=[O:20])[CH:15]=[CH:14][C:13]=2[Cl:27])=[CH:8][CH:7]=1)=[O:5])C, predict the reaction product. The product is: [CH:21]1([C:19]([NH:18][C:16]2[CH:15]=[CH:14][C:13]([Cl:27])=[C:12]([C:9]3[CH:8]=[CH:7][C:6]([C:4]([OH:5])=[O:3])=[CH:11][CH:10]=3)[CH:17]=2)=[O:20])[CH2:22][CH2:23][CH2:24][CH2:25][CH2:26]1. (4) Given the reactants Br[C:2]1[CH:7]=[CH:6][C:5]([C:8]2[C:21]3[C:22]4=[C:23]5[C:18](=[CH:19][CH:20]=3)[CH:17]=[CH:16][CH:15]=[C:14]5[CH:13]=[CH:12][C:11]4=[CH:10][CH:9]=2)=[CH:4][CH:3]=1.[CH3:24][C:25]1([CH3:59])[C:58]2[C:29]([CH:30]=[C:31]3[CH:48]=[C:47]4[C:34]([C:35]5[C:40]([C:41]6[C:46]4=[CH:45][C:44](B4OC(C)(C)C(C)(C)O4)=[CH:43][CH:42]=6)=[CH:39][CH:38]=[CH:37][CH:36]=5)=[CH:33][C:32]3=2)=[CH:28][CH:27]=[CH:26]1.C([O-])([O-])=O.[Na+].[Na+].CCO, predict the reaction product. The product is: [CH3:59][C:25]1([CH3:24])[C:58]2[C:29]([CH:30]=[C:31]3[CH:48]=[C:47]4[C:34]([C:35]5[C:40]([C:41]6[C:46]4=[CH:45][CH:44]=[CH:43][CH:42]=6)=[CH:39][CH:38]=[CH:37][CH:36]=5)=[CH:33][C:32]3=2)=[CH:28][C:27]([C:2]2[CH:3]=[CH:4][C:5]([C:8]3[C:21]4[C:22]5=[C:23]6[C:18](=[CH:19][CH:20]=4)[CH:17]=[CH:16][CH:15]=[C:14]6[CH:13]=[CH:12][C:11]5=[CH:10][CH:9]=3)=[CH:6][CH:7]=2)=[CH:26]1. (5) Given the reactants [Br:1][C:2]1[CH:6]=[CH:5][S:4][C:3]=1[C:7]([NH:9][CH:10]([C:12]1[N:17]=[N:16][C:15]([NH:18][C:19]2[CH:24]=[CH:23][C:22]([O:25][CH3:26])=[CH:21][CH:20]=2)=[N:14][CH:13]=1)[CH3:11])=O.P(Cl)(Cl)(Cl)=O, predict the reaction product. The product is: [Br:1][C:2]1[CH:6]=[CH:5][S:4][C:3]=1[C:7]1[N:17]2[C:12]([CH:13]=[N:14][C:15]([NH:18][C:19]3[CH:24]=[CH:23][C:22]([O:25][CH3:26])=[CH:21][CH:20]=3)=[N:16]2)=[C:10]([CH3:11])[N:9]=1. (6) Given the reactants Cl.[CH3:2][O:3][C:4]1[CH:5]=[C:6]([C:12]2[C:13]([CH3:25])([CH3:24])[C:14](=[O:23])[N:15]([CH:17]3[CH2:22][CH2:21][NH:20][CH2:19][CH2:18]3)[N:16]=2)[CH:7]=[CH:8][C:9]=1[O:10][CH3:11].[CH2:26]([C:28]1[CH:36]=[CH:35][CH:34]=[CH:33][C:29]=1[C:30](O)=[O:31])[CH3:27], predict the reaction product. The product is: [CH3:2][O:3][C:4]1[CH:5]=[C:6]([C:12]2[C:13]([CH3:25])([CH3:24])[C:14](=[O:23])[N:15]([CH:17]3[CH2:22][CH2:21][N:20]([C:30]([C:29]4[CH:33]=[CH:34][CH:35]=[CH:36][C:28]=4[CH2:26][CH3:27])=[O:31])[CH2:19][CH2:18]3)[N:16]=2)[CH:7]=[CH:8][C:9]=1[O:10][CH3:11]. (7) Given the reactants [CH3:1][O:2][C:3]([C:5]1[CH:6]=[C:7]2[C:11](=[CH:12][CH:13]=1)[NH:10][CH:9]=[CH:8]2)=[O:4].[CH:14](I)([CH3:16])[CH3:15].[H-].[Na+].Cl, predict the reaction product. The product is: [CH3:1][O:2][C:3]([C:5]1[CH:6]=[C:7]2[C:11](=[CH:12][CH:13]=1)[N:10]([CH:14]([CH3:16])[CH3:15])[CH:9]=[CH:8]2)=[O:4].